From a dataset of Reaction yield outcomes from USPTO patents with 853,638 reactions. Predict the reaction yield, written as a fraction of the theoretical maximum amount of product (1.0 means a 100% yield; for example, 0.34 means a 34% yield). (1) The reactants are O1[C:5]2([CH2:10][CH2:9][N:8]([CH2:11][CH:12]3[C:22]4=[C:23]5[C:18](=[CH:19][CH:20]=[C:21]4[F:24])[CH:17]=[CH:16][C:15](=[O:25])[N:14]5[CH2:13]3)[CH2:7][CH2:6]2)[O:4]CC1.C(=O)(O)[O-].[Na+]. The catalyst is CC(C)=O.Cl. The product is [F:24][C:21]1[C:22]2[CH:12]([CH2:11][N:8]3[CH2:9][CH2:10][C:5](=[O:4])[CH2:6][CH2:7]3)[CH2:13][N:14]3[C:23]=2[C:18]([CH:17]=[CH:16][C:15]3=[O:25])=[CH:19][CH:20]=1. The yield is 0.670. (2) The yield is 0.730. The reactants are [F:1][C:2]1[CH:3]=[CH:4][C:5]([C:25]([F:28])([F:27])[F:26])=[C:6]([C@H:8]2[CH2:12][CH2:11][CH2:10][N:9]2[C:13]2[CH:18]=[CH:17][N:16]3[N:19]=[CH:20][C:21]([C:22]([OH:24])=O)=[C:15]3[N:14]=2)[CH:7]=1.[NH2:29][CH2:30][C@H:31]([OH:34])[CH2:32][OH:33]. The product is [OH:34][C@H:31]([CH2:32][OH:33])[CH2:30][NH:29][C:22]([C:21]1[CH:20]=[N:19][N:16]2[CH:17]=[CH:18][C:13]([N:9]3[CH2:10][CH2:11][CH2:12][C@@H:8]3[C:6]3[CH:7]=[C:2]([F:1])[CH:3]=[CH:4][C:5]=3[C:25]([F:27])([F:28])[F:26])=[N:14][C:15]=12)=[O:24]. No catalyst specified. (3) The reactants are [F:1][CH2:2][CH2:3][NH:4][C@:5]12[CH2:40][CH2:39][C@@H:38]([C:41]([CH3:43])=[CH2:42])[C@@H:6]1[C@@H:7]1[C@@:20]([CH3:23])([CH2:21][CH2:22]2)[C@@:19]2([CH3:24])[C@@H:10]([C@:11]3([CH3:37])[C@@H:16]([CH2:17][CH2:18]2)[C:15]([CH3:26])([CH3:25])[C:14]([C:27]2[CH:36]=[CH:35][C:30]([C:31]([O:33]C)=[O:32])=[CH:29][CH:28]=2)=[CH:13][CH2:12]3)[CH2:9][CH2:8]1.[OH-].[Na+]. The catalyst is O1CCOCC1.CO. The product is [F:1][CH2:2][CH2:3][NH:4][C@:5]12[CH2:40][CH2:39][C@@H:38]([C:41]([CH3:43])=[CH2:42])[C@@H:6]1[C@@H:7]1[C@@:20]([CH3:23])([CH2:21][CH2:22]2)[C@@:19]2([CH3:24])[C@@H:10]([C@:11]3([CH3:37])[C@@H:16]([CH2:17][CH2:18]2)[C:15]([CH3:26])([CH3:25])[C:14]([C:27]2[CH:28]=[CH:29][C:30]([C:31]([OH:33])=[O:32])=[CH:35][CH:36]=2)=[CH:13][CH2:12]3)[CH2:9][CH2:8]1. The yield is 0.482. (4) The reactants are [O:1]1[C:5]2[CH:6]=[CH:7][CH:8]=[CH:9][C:4]=2[C:3]([NH:10][C:11]([N:13]2[CH2:18][CH2:17][N:16]([CH2:19][C:20]3[CH:25]=[CH:24][CH:23]=[C:22]([OH:26])[CH:21]=3)[CH2:15][CH2:14]2)=[O:12])=[N:2]1.C(=O)([O-])[O-].[K+].[K+].Br[CH2:34][C:35]1[C:36]([C:41]#[N:42])=[CH:37][CH:38]=[CH:39][CH:40]=1.O. The catalyst is C(#N)C. The product is [O:1]1[C:5]2[CH:6]=[CH:7][CH:8]=[CH:9][C:4]=2[C:3]([NH:10][C:11]([N:13]2[CH2:14][CH2:15][N:16]([CH2:19][C:20]3[CH:25]=[CH:24][CH:23]=[C:22]([O:26][CH2:34][C:35]4[CH:40]=[CH:39][CH:38]=[CH:37][C:36]=4[C:41]#[N:42])[CH:21]=3)[CH2:17][CH2:18]2)=[O:12])=[N:2]1. The yield is 0.310. (5) The product is [F:17][C:14]1[CH:15]=[CH:16][C:11]([S:8]([C:6]2[N:7]=[C:2]([NH:35][C:32]3[CH:31]=[C:30]([CH3:29])[NH:34][N:33]=3)[C:3]3[CH:20]=[CH:19][N:18]([CH2:21][CH2:22][N:23]4[CH2:28][CH2:27][O:26][CH2:25][CH2:24]4)[C:4]=3[N:5]=2)(=[O:10])=[O:9])=[CH:12][CH:13]=1. The catalyst is CN(C=O)C. The reactants are Cl[C:2]1[C:3]2[CH:20]=[CH:19][N:18]([CH2:21][CH2:22][N:23]3[CH2:28][CH2:27][O:26][CH2:25][CH2:24]3)[C:4]=2[N:5]=[C:6]([S:8]([C:11]2[CH:16]=[CH:15][C:14]([F:17])=[CH:13][CH:12]=2)(=[O:10])=[O:9])[N:7]=1.[CH3:29][C:30]1[NH:34][N:33]=[C:32]([NH2:35])[CH:31]=1.[I-].[Na+].CCN(C(C)C)C(C)C. The yield is 0.240. (6) The reactants are BrC1C=CC([O:6][C:7]2[C:16]3[C:11](=[CH:12][C:13]([O:19][CH2:20][CH2:21][CH2:22][N:23]([CH3:28])[S:24]([CH3:27])(=[O:26])=[O:25])=[C:14]([O:17][CH3:18])[CH:15]=3)[N:10]=[CH:9][N:8]=2)=C(F)C=1.C(=O)([O-])O.[Na+]. The catalyst is Cl. The product is [CH3:18][O:17][C:14]1[CH:15]=[C:16]2[C:11](=[CH:12][C:13]=1[O:19][CH2:20][CH2:21][CH2:22][N:23]([CH3:28])[S:24]([CH3:27])(=[O:26])=[O:25])[N:10]=[CH:9][NH:8][C:7]2=[O:6]. The yield is 0.880. (7) The reactants are C(O)(=O)C.[NH:5]1[CH2:10][CH2:9][CH:8]([C@H:11]([OH:13])[CH3:12])[CH2:7][CH2:6]1.C([O-])(=O)C.[Na+].[N:19]#[C:20]Br. The catalyst is CO.C(Cl)Cl. The product is [OH:13][C@@H:11]([CH:8]1[CH2:9][CH2:10][N:5]([C:20]#[N:19])[CH2:6][CH2:7]1)[CH3:12]. The yield is 0.990.